Dataset: Reaction yield outcomes from USPTO patents with 853,638 reactions. Task: Predict the reaction yield, written as a fraction of the theoretical maximum amount of product (1.0 means a 100% yield; for example, 0.34 means a 34% yield). (1) The reactants are [CH3:1][NH:2][CH:3]1[CH2:8][CH2:7][N:6]([C:9]2[C:18]3[C:13](=[CH:14][CH:15]=[CH:16][CH:17]=3)[C:12]([C:19]3[N:23]([CH3:24])[N:22]=[CH:21][CH:20]=3)=[N:11][N:10]=2)[CH2:5][CH2:4]1.C(N(CC)CC)C.[F:32][C:33]1[CH:41]=[CH:40][C:36]([C:37](Cl)=[O:38])=[C:35]([C:42]([F:45])([F:44])[F:43])[CH:34]=1. The catalyst is C(Cl)Cl. The product is [F:32][C:33]1[CH:41]=[CH:40][C:36]([C:37]([N:2]([CH3:1])[CH:3]2[CH2:4][CH2:5][N:6]([C:9]3[C:18]4[C:13](=[CH:14][CH:15]=[CH:16][CH:17]=4)[C:12]([C:19]4[N:23]([CH3:24])[N:22]=[CH:21][CH:20]=4)=[N:11][N:10]=3)[CH2:7][CH2:8]2)=[O:38])=[C:35]([C:42]([F:45])([F:44])[F:43])[CH:34]=1. The yield is 0.860. (2) The reactants are C(OC([NH:8][CH:9]1[C:18]2[C:13](=[CH:14][CH:15]=[C:16]([NH:19][C:20]([C:22]3[C:31](=[O:32])[C:30]4[C:25](=[CH:26][CH:27]=[CH:28][CH:29]=4)[NH:24][CH:23]=3)=[O:21])[CH:17]=2)[CH2:12][CH2:11][CH2:10]1)=O)(C)(C)C.C(O)(C(F)(F)F)=O. The catalyst is ClCCl. The product is [NH2:8][CH:9]1[C:18]2[C:13](=[CH:14][CH:15]=[C:16]([NH:19][C:20]([C:22]3[C:31](=[O:32])[C:30]4[C:25](=[CH:26][CH:27]=[CH:28][CH:29]=4)[NH:24][CH:23]=3)=[O:21])[CH:17]=2)[CH2:12][CH2:11][CH2:10]1. The yield is 0.930. (3) The catalyst is COCCOC. The yield is 0.790. The product is [CH2:21]([O:20][C:12](=[O:19])[CH:13]([C:3]([C:5]1[NH:6][CH:7]=[CH:8][CH:9]=1)=[O:4])[C:14]([O:16][CH2:17][CH3:18])=[O:15])[CH3:22]. The reactants are BrC[C:3]([C:5]1[NH:6][CH:7]=[CH:8][CH:9]=1)=[O:4].[Na+].[I-].[C:12]([O:20][CH2:21][CH3:22])(=[O:19])[CH2:13][C:14]([O:16][CH2:17][CH3:18])=[O:15].[H-].[Na+].[Br-].[Na+].[I-].[Cl-].[NH4+]. (4) The reactants are [Cl:1][C:2]1[N:7]=[C:6](Cl)[CH:5]=[CH:4][N:3]=1.[NH2:9][C:10]1[CH:11]=[C:12]2[C:16](=[CH:17][CH:18]=1)[N:15]([C:19]([O:21][C:22]([CH3:25])([CH3:24])[CH3:23])=[O:20])[N:14]=[CH:13]2.CCN(C(C)C)C(C)C. The catalyst is CN(C=O)C. The product is [Cl:1][C:2]1[N:7]=[C:6]([NH:9][C:10]2[CH:11]=[C:12]3[C:16](=[CH:17][CH:18]=2)[N:15]([C:19]([O:21][C:22]([CH3:25])([CH3:24])[CH3:23])=[O:20])[N:14]=[CH:13]3)[CH:5]=[CH:4][N:3]=1. The yield is 0.400. (5) The reactants are ClC(Cl)(Cl)C(C1[C:13]2[C:8](=[N:9][CH:10]=[CH:11][C:12]=2[O:14][C:15]2[CH:20]=[CH:19][C:18]([N+:21]([O-:23])=[O:22])=[CH:17][C:16]=2[F:24])[NH:7][CH:6]=1)=O.CO.C1COCC1.[OH-].[Na+].C[CH2:37][O:38][C:39]([CH3:41])=[O:40]. No catalyst specified. The product is [F:24][C:16]1[CH:17]=[C:18]([N+:21]([O-:23])=[O:22])[CH:19]=[CH:20][C:15]=1[O:14][C:12]1[CH:11]=[CH:10][N:9]=[C:8]2[NH:7][CH:6]=[C:41]([C:39]([O:38][CH3:37])=[O:40])[C:13]=12. The yield is 0.610. (6) The product is [NH2:1][C:2]1[C:11]2[C:6](=[C:7]([C:22]3[CH:23]=[C:24]([CH3:27])[CH:25]=[CH:26][C:21]=3[O:20][CH3:19])[CH:8]=[CH:9][CH:10]=2)[N:5]=[N:4][C:3]=1[C:13]([NH:15][CH:16]1[CH2:18][CH2:17]1)=[O:14]. No catalyst specified. The yield is 0.740. The reactants are [NH2:1][C:2]1[C:11]2[C:6](=[C:7](Br)[CH:8]=[CH:9][CH:10]=2)[N:5]=[N:4][C:3]=1[C:13]([NH:15][CH:16]1[CH2:18][CH2:17]1)=[O:14].[CH3:19][O:20][C:21]1[CH:26]=[CH:25][C:24]([CH3:27])=[CH:23][C:22]=1B(O)O.